Dataset: Full USPTO retrosynthesis dataset with 1.9M reactions from patents (1976-2016). Task: Predict the reactants needed to synthesize the given product. (1) Given the product [F:1][C:2]1[CH:7]=[C:6]([F:8])[CH:5]=[CH:4][C:3]=1[O:9][CH2:17][C:18]1[CH:25]=[CH:24][CH:23]=[C:22]([N+:26]([O-:28])=[O:27])[C:19]=1[C:20]#[N:21], predict the reactants needed to synthesize it. The reactants are: [F:1][C:2]1[CH:7]=[C:6]([F:8])[CH:5]=[CH:4][C:3]=1[OH:9].C(=O)([O-])[O-].[K+].[K+].Br[CH2:17][C:18]1[CH:25]=[CH:24][CH:23]=[C:22]([N+:26]([O-:28])=[O:27])[C:19]=1[C:20]#[N:21]. (2) The reactants are: [H-].[Na+].[CH2:3]1[C:11]2[C:6](=[CH:7][CH:8]=[CH:9][CH:10]=2)[CH2:5][CH:4]1[NH:12][C:13]1[N:14]=[CH:15][C:16]2[CH2:21][N:20]([C:22]([O:24][CH2:25][CH2:26][CH2:27]Cl)=[O:23])[CH2:19][C:17]=2[N:18]=1.[NH:29]1[CH:33]=[CH:32][N:31]=[CH:30]1. Given the product [CH2:3]1[C:11]2[C:6](=[CH:7][CH:8]=[CH:9][CH:10]=2)[CH2:5][CH:4]1[NH:12][C:13]1[N:14]=[CH:15][C:16]2[CH2:21][N:20]([C:22]([O:24][CH2:25][CH2:26][CH2:27][N:29]3[CH:33]=[CH:32][N:31]=[CH:30]3)=[O:23])[CH2:19][C:17]=2[N:18]=1, predict the reactants needed to synthesize it. (3) Given the product [Cl:20][C:21]1[C:25]([S:26]([CH3:29])(=[O:27])=[O:28])=[CH:24][S:23][C:22]=1[C:30]([NH:19][CH2:18][C:12]1[CH2:13][C@@H:14]([N+:15]([O-:17])=[O:16])[C@H:9]([C:3]2[CH:4]=[CH:5][C:6]([Cl:8])=[CH:7][C:2]=2[Cl:1])[CH2:10][CH:11]=1)=[O:31], predict the reactants needed to synthesize it. The reactants are: [Cl:1][C:2]1[CH:7]=[C:6]([Cl:8])[CH:5]=[CH:4][C:3]=1[C@H:9]1[C@H:14]([N+:15]([O-:17])=[O:16])[CH2:13][C:12]([CH2:18][NH2:19])=[CH:11][CH2:10]1.[Cl:20][C:21]1[C:25]([S:26]([CH3:29])(=[O:28])=[O:27])=[CH:24][S:23][C:22]=1[C:30](Cl)=[O:31].C(N(C(C)C)CC)(C)C. (4) The reactants are: [C@@H:1]12[N:8]([C:9]3[CH:18]=[N:17][C:16]4[C:11](=[CH:12][CH:13]=[CH:14][CH:15]=4)[N:10]=3)[CH2:7][C@@H:6]1[CH2:5][CH2:4][NH:3][CH2:2]2.CC1C=C(C)N=C(N2[C@@H]3[C@@H](CCNC3)C2)N=1.[N:35]1[N:36]([C:40]2[CH:48]=[CH:47][CH:46]=[CH:45][C:41]=2[C:42](O)=[O:43])[N:37]=[CH:38][CH:39]=1.S1C=CC=C1C1C=CC=CC=1C(O)=O. Given the product [N:10]1[C:11]2[C:16](=[CH:15][CH:14]=[CH:13][CH:12]=2)[N:17]=[CH:18][C:9]=1[N:8]1[C@@H:1]2[C@@H:6]([CH2:5][CH2:4][N:3]([C:42]([C:41]3[CH:45]=[CH:46][CH:47]=[CH:48][C:40]=3[N:36]3[N:37]=[CH:38][CH:39]=[N:35]3)=[O:43])[CH2:2]2)[CH2:7]1, predict the reactants needed to synthesize it. (5) Given the product [CH:48]1[C:49]2[CH:50]([CH2:52][O:53][C:54]([N:56]3[CH2:61][CH2:60][CH:59]([C:62]4[O:37][N:36]=[C:35]([C@@H:25]5[CH2:24][CH2:23][C@@H:22]([N:9]([O:8][CH2:1][C:2]6[CH:7]=[CH:6][CH:5]=[CH:4][CH:3]=6)[S:10]([C:13]6[CH:18]=[CH:17][CH:16]=[CH:15][C:14]=6[N+:19]([O-:21])=[O:20])(=[O:12])=[O:11])[CH2:27][N:26]5[C:28]([O:30][C:31]([CH3:34])([CH3:33])[CH3:32])=[O:29])[N:38]=4)[CH2:58][CH2:57]3)=[O:55])[C:51]3[C:43](=[CH:42][CH:41]=[CH:40][CH:39]=3)[C:44]=2[CH:45]=[CH:46][CH:47]=1, predict the reactants needed to synthesize it. The reactants are: [CH2:1]([O:8][N:9]([C@H:22]1[CH2:27][N:26]([C:28]([O:30][C:31]([CH3:34])([CH3:33])[CH3:32])=[O:29])[C@H:25]([C:35](=[NH:38])[NH:36][OH:37])[CH2:24][CH2:23]1)[S:10]([C:13]1[CH:18]=[CH:17][CH:16]=[CH:15][C:14]=1[N+:19]([O-:21])=[O:20])(=[O:12])=[O:11])[C:2]1[CH:7]=[CH:6][CH:5]=[CH:4][CH:3]=1.[CH:39]1[C:51]2[CH:50]([CH2:52][O:53][C:54]([N:56]3[CH2:61][CH2:60][CH:59]([C:62](O)=O)[CH2:58][CH2:57]3)=[O:55])[C:49]3[C:44](=[CH:45][CH:46]=[CH:47][CH:48]=3)[C:43]=2[CH:42]=[CH:41][CH:40]=1.CN(C(ON1N=NC2C=CC=NC1=2)=[N+](C)C)C.F[P-](F)(F)(F)(F)F.CCN(C(C)C)C(C)C. (6) Given the product [NH2:6][CH2:15][C:16]([NH:18][C:19]1[CH:20]=[N:21][N:22]([CH3:44])[C:23]=1[NH:24][C:25]([C:32]1[CH:37]=[CH:36][CH:35]=[CH:34][CH:33]=1)([C:26]1[CH:27]=[CH:28][CH:29]=[CH:30][CH:31]=1)[C:38]1[CH:43]=[CH:42][CH:41]=[CH:40][CH:39]=1)=[O:17], predict the reactants needed to synthesize it. The reactants are: O.NN.O=C1C2C(=CC=CC=2)C(=O)[N:6]1[CH2:15][C:16]([NH:18][C:19]1[CH:20]=[N:21][N:22]([CH3:44])[C:23]=1[NH:24][C:25]([C:38]1[CH:43]=[CH:42][CH:41]=[CH:40][CH:39]=1)([C:32]1[CH:37]=[CH:36][CH:35]=[CH:34][CH:33]=1)[C:26]1[CH:31]=[CH:30][CH:29]=[CH:28][CH:27]=1)=[O:17]. (7) Given the product [CH3:4][O:5][C:6]1[C:7]([CH3:36])=[C:8]([C:27]([O:34][CH3:35])=[C:28]([O:32][CH3:33])[C:29]=1[O:30][CH3:31])[CH2:9][C:10]1[CH:18]=[CH:17][C:13]([C:14]([OH:16])=[O:15])=[C:12]([OH:19])[CH:11]=1, predict the reactants needed to synthesize it. The reactants are: C(O)C.[CH3:4][O:5][C:6]1[C:7]([CH3:36])=[C:8]([C:27]([O:34][CH3:35])=[C:28]([O:32][CH3:33])[C:29]=1[O:30][CH3:31])[CH2:9][C:10]1[CH:18]=[CH:17][C:13]([C:14]([OH:16])=[O:15])=[C:12]([O:19]CC2C=CC=CC=2)[CH:11]=1.[H][H]. (8) Given the product [C:1]([O:5][C:6]([N:8]1[CH2:9][CH2:10][N:11]([C:14]2[CH:19]=[CH:18][C:17]([NH2:20])=[C:16]([N:23]3[C:24]([CH3:29])=[CH:25][CH:26]=[C:27]3[CH3:28])[CH:15]=2)[CH2:12][CH2:13]1)=[O:7])([CH3:4])([CH3:3])[CH3:2], predict the reactants needed to synthesize it. The reactants are: [C:1]([O:5][C:6]([N:8]1[CH2:13][CH2:12][N:11]([C:14]2[CH:19]=[CH:18][C:17]([N+:20]([O-])=O)=[C:16]([N:23]3[C:27]([CH3:28])=[CH:26][CH:25]=[C:24]3[CH3:29])[CH:15]=2)[CH2:10][CH2:9]1)=[O:7])([CH3:4])([CH3:3])[CH3:2]. (9) Given the product [OH:10][C:5]1[C:4]([CH2:1][CH2:2][CH3:3])=[CH:9][CH:8]=[CH:7][C:6]=1[CH:21]=[O:22], predict the reactants needed to synthesize it. The reactants are: [CH2:1]([C:4]1[CH:9]=[CH:8][CH:7]=[CH:6][C:5]=1[OH:10])[CH2:2][CH3:3].[Cl-].[Mg+2].[Cl-].C(N(CC)CC)C.[CH2:21]=[O:22].Cl. (10) Given the product [NH2:13][C:4](=[O:5])[CH2:3][C:7](=[O:11])[C:8]([OH:10])=[O:9], predict the reactants needed to synthesize it. The reactants are: C([C:3](=[C:7]([OH:11])[C:8]([O-:10])=[O:9])[C:4]([O-])=[O:5])#N.C(C(=C(O)C(OCC)=O)C(OCC)=O)#[N:13].[OH-].[Na+].Cl.